Dataset: Forward reaction prediction with 1.9M reactions from USPTO patents (1976-2016). Task: Predict the product of the given reaction. (1) Given the reactants [CH2:1]([O:3][C:4](=[O:14])[C@@H:5]([CH:7]([C:11]([OH:13])=O)[C:8]([OH:10])=O)[CH3:6])[CH3:2].[NH2:15][C:16]([NH2:18])=[O:17].C([O-])(O)=O.[Na+], predict the reaction product. The product is: [O:17]=[C:16]1[NH:18][C:8](=[O:10])[CH:7]([C@@H:5]([CH3:6])[C:4]([O:3][CH2:1][CH3:2])=[O:14])[C:11](=[O:13])[NH:15]1. (2) Given the reactants Br[C:2]1[CH:7]=[CH:6][C:5]([CH3:8])=[CH:4][N:3]=1.C1(P(C2C=CC=CC=2)CCCP(C2C=CC=CC=2)C2C=CC=CC=2)C=CC=CC=1.CC(C)([O-])C.[Na+].N[CH:45]1[CH2:50][CH2:49][N:48]([C:51]([O:53][CH2:54][CH3:55])=[O:52])[CH2:47][CH2:46]1, predict the reaction product. The product is: [CH3:8][C:5]1[CH:6]=[CH:7][C:2]([CH:45]2[CH2:50][CH2:49][N:48]([C:51]([O:53][CH2:54][CH3:55])=[O:52])[CH2:47][CH2:46]2)=[N:3][CH:4]=1. (3) Given the reactants [C:1]([O:5][C:6]([NH:8][C@@H:9]([CH2:13][C:14]1[CH:19]=[CH:18][C:17]([O:20][CH3:21])=[C:16](OC)[C:15]=1OC)[C:10]([OH:12])=[O:11])=[O:7])([CH3:4])([CH3:3])[CH3:2].C(O[C:27]1[CH:32]=[CH:31][C:30](C[C@@H](C(O)=O)N)=[CH:29][CH:28]=1)[C:27]1[CH:32]=[CH:31][CH:30]=[CH:29][CH:28]=1, predict the reaction product. The product is: [CH2:21]([O:20][C:17]1[CH:16]=[CH:15][C:14]([CH2:13][C@H:9]([NH:8][C:6]([O:5][C:1]([CH3:2])([CH3:3])[CH3:4])=[O:7])[C:10]([OH:12])=[O:11])=[CH:19][CH:18]=1)[C:27]1[CH:32]=[CH:31][CH:30]=[CH:29][CH:28]=1. (4) Given the reactants [C:1](=O)([O-])[O-].[K+].[K+].CI.[Cl:9][C:10]1[CH:44]=[CH:43][CH:42]=[CH:41][C:11]=1[CH2:12][N:13]1[C:21]2[C:20](=[O:22])[N:19]([CH3:23])[C:18](=[O:24])[N:17]([CH3:25])[C:16]=2[C:15]([OH:26])=[C:14]1[N:27]1[CH2:32][CH2:31][CH2:30][C@@H:29]([NH:33][C:34](=[O:40])[O:35][C:36]([CH3:39])([CH3:38])[CH3:37])[CH2:28]1.S([O-])(O)(=O)=O.[K+], predict the reaction product. The product is: [Cl:9][C:10]1[CH:44]=[CH:43][CH:42]=[CH:41][C:11]=1[CH2:12][N:13]1[C:21]2[C:20](=[O:22])[N:19]([CH3:23])[C:18](=[O:24])[N:17]([CH3:25])[C:16]=2[C:15]([O:26][CH3:1])=[C:14]1[N:27]1[CH2:32][CH2:31][CH2:30][C@@H:29]([NH:33][C:34](=[O:40])[O:35][C:36]([CH3:38])([CH3:39])[CH3:37])[CH2:28]1. (5) Given the reactants [C:1]1([C:7]([C:9]2[CH:17]=[C:16]3[C:12]([C:13]([CH:26]=[CH:27][C:28]4[CH:33]=[CH:32][CH:31]=[CH:30][CH:29]=4)=[N:14][N:15]3COCC[Si](C)(C)C)=[CH:11][CH:10]=2)=[CH2:8])[CH:6]=[CH:5][CH:4]=[CH:3][CH:2]=1.[F-].C([N+](CCCC)(CCCC)CCCC)CCC.C(=O)(O)[O-].[Na+], predict the reaction product. The product is: [C:1]1([C:7]([C:9]2[CH:17]=[C:16]3[C:12]([C:13]([CH:26]=[CH:27][C:28]4[CH:29]=[CH:30][CH:31]=[CH:32][CH:33]=4)=[N:14][NH:15]3)=[CH:11][CH:10]=2)=[CH2:8])[CH:2]=[CH:3][CH:4]=[CH:5][CH:6]=1. (6) Given the reactants ON1C2C=CC=CC=2N=N1.Cl.CN(C)CCCN=C=NCC.[Cl:23][CH2:24][CH2:25][CH2:26][O:27][C:28]1[CH:33]=[CH:32][C:31]([C:34]2[S:35][C:36]3[CH2:41][CH:40]([C:42]([OH:44])=O)[CH2:39][C:37]=3[N:38]=2)=[CH:30][CH:29]=1.[NH:45]1[CH2:50][CH2:49][O:48][CH2:47][CH2:46]1.C(N(CC)CC)C, predict the reaction product. The product is: [Cl:23][CH2:24][CH2:25][CH2:26][O:27][C:28]1[CH:29]=[CH:30][C:31]([C:34]2[S:35][C:36]3[CH2:41][CH:40]([C:42]([N:45]4[CH2:50][CH2:49][O:48][CH2:47][CH2:46]4)=[O:44])[CH2:39][C:37]=3[N:38]=2)=[CH:32][CH:33]=1.